This data is from Experimentally validated miRNA-target interactions with 360,000+ pairs, plus equal number of negative samples. The task is: Binary Classification. Given a miRNA mature sequence and a target amino acid sequence, predict their likelihood of interaction. (1) The miRNA is cel-miR-231-3p with sequence UAAGCUCGUGAUCAACAGGCAGAA. The protein sequence of the target gene is MLPWKKHKFELLAEAPPRQASKPKGYAVSLHYSALSSLARACPEGALSRVGSMFRSKRKKLHITSEDPTYTVLYLGNATTIQARGDGCTDLAVGKIWSKSEAGRQGTKMKLTVSAQGIRMVHAEERALRRPGHLYLLHRVTYCVADARLPKVFAWVYRHELKHKAVMLRCHAVLVSKPEKAQAMALLLYQTSANALAEFKRLKRRDDARHQQQELVGAHTIPLVPLRKLLLHGPCCYKPPVERSRSAPKLGSITEDLLGEQQEEELQEEEEEHLEDCLEEEEEEDGVGDGDPAEEEAEAQ.... Result: 0 (no interaction). (2) The miRNA is hsa-miR-4643 with sequence GACACAUGACCAUAAAUGCUAA. The protein sequence of the target gene is MSLKSERRGIHVDQSDLLCKKGCGYYGNPAWQGFCSKCWREEYHKARQKQIQEDWELAERLQREEEEAFASSQSSQGAQSLTFSKFEEKKTNEKTRKVTTVKKFFSASSRVGSKKEIQEAKAPSPSINRQTSIETDRVSKEFIEFLKTFHKTGQEIYKQTKLFLEGMHYKRDLSIEEQSECAQDFYHNVAERMQTRGKVPPERVEKIMDQIEKYIMTRLYKYVFCPETTDDEKKDLAIQKRIRALRWVTPQMLCVPVNEDIPEVSDMVVKAITDIIEMDSKRVPRDKLACITKCSKHIFN.... Result: 0 (no interaction). (3) The miRNA is mmu-miR-344e-3p with sequence GAUAUAACCAAAGCCUGACUAU. The protein sequence of the target gene is MAPEIHMTGPMCLIENTNGELVANPEALKILSAITQPVVVVAIVGLYRTGKSYLMNKLAGKNKGFSLGSTVKSHTKGIWMWCVPHPKKPEHTLVLLDTEGLGDVKKGDNQNDSWIFTLAVLLSSTLVYNSMGTINQQAMDQLYYVTELTHRIRSKSSPDENENEDSADFVSFFPDFVWTLRDFSLDLEADGQPLTPDEYLEYSLKLTQGTSQKDKNFNLPRLCIRKFFPKKKCFVFDLPIHRRKLAQLEKLQDEELDPEFVQQVADFCSYIFSNSKTKTLSGGIKVNGPRLESLVLTYIN.... Result: 0 (no interaction).